This data is from Peptide-MHC class I binding affinity with 185,985 pairs from IEDB/IMGT. The task is: Regression. Given a peptide amino acid sequence and an MHC pseudo amino acid sequence, predict their binding affinity value. This is MHC class I binding data. (1) The peptide sequence is TLFDWGFAL. The MHC is HLA-A02:19 with pseudo-sequence HLA-A02:19. The binding affinity (normalized) is 0.872. (2) The peptide sequence is RQLFKPLTKK. The MHC is HLA-A11:01 with pseudo-sequence HLA-A11:01. The binding affinity (normalized) is 0.806. (3) The binding affinity (normalized) is 0.395. The MHC is Mamu-B17 with pseudo-sequence Mamu-B17. The peptide sequence is IRFPKTFGY.